Dataset: Retrosynthesis with 50K atom-mapped reactions and 10 reaction types from USPTO. Task: Predict the reactants needed to synthesize the given product. The reactants are: OC(CN1CCC(N2CCCCC2)CC1)c1ccccc1.c1cn(CCN2CCNCC2)cn1. Given the product c1ccc(C(CN2CCC(N3CCCCC3)CC2)N2CCN(CCn3ccnc3)CC2)cc1, predict the reactants needed to synthesize it.